From a dataset of Forward reaction prediction with 1.9M reactions from USPTO patents (1976-2016). Predict the product of the given reaction. (1) Given the reactants [CH3:1][O:2][C:3]1[CH:8]=[CH:7][C:6]([NH:9][C:10]2[N:11]=[N:12][C:13]([CH:16]([NH:18][C:19](=[O:28])[CH:20](C3C=CC=CC=3)[CH3:21])[CH3:17])=[CH:14][N:15]=2)=[CH:5][CH:4]=1.NC(C1N=N[C:35]([NH:38][C:39]2[CH:44]=[CH:43][C:42](OC)=[CH:41][CH:40]=2)=NC=1)C.CN1C2C(=CC=CC=2)C=C1C(O)=O, predict the reaction product. The product is: [CH3:35][N:38]1[C:39]2[C:40](=[CH:41][CH:42]=[CH:43][CH:44]=2)[CH:21]=[C:20]1[C:19]([NH:18][CH:16]([C:13]1[N:12]=[N:11][C:10]([NH:9][C:6]2[CH:5]=[CH:4][C:3]([O:2][CH3:1])=[CH:8][CH:7]=2)=[N:15][CH:14]=1)[CH3:17])=[O:28]. (2) The product is: [F:20][C:17]([F:18])([F:19])[C:14]1[CH:15]=[CH:16][C:11]([NH:10][C:9]2[CH:8]=[CH:7][N:6]=[C:5]([NH2:21])[C:4]=2[NH2:1])=[N:12][CH:13]=1. Given the reactants [N+:1]([C:4]1[C:5]([NH2:21])=[N:6][CH:7]=[CH:8][C:9]=1[NH:10][C:11]1[CH:16]=[CH:15][C:14]([C:17]([F:20])([F:19])[F:18])=[CH:13][N:12]=1)([O-])=O, predict the reaction product. (3) Given the reactants [CH3:1][O:2][C:3]1[CH:4]=[C:5]([C:9]2[NH:10][C:11]3[C:12]([N:23]=2)=[N:13][CH:14]=[C:15]([C:17]2[CH:22]=[CH:21][CH:20]=[CH:19][CH:18]=2)[CH:16]=3)[CH:6]=[CH:7][CH:8]=1.[B].[C:25](N=P1(N(CC)CC)N(C)CCCN1C)(C)(C)C.IC, predict the reaction product. The product is: [CH3:1][O:2][C:3]1[CH:4]=[C:5]([C:9]2[N:10]([CH3:25])[C:11]3[C:12]([N:23]=2)=[N:13][CH:14]=[C:15]([C:17]2[CH:18]=[CH:19][CH:20]=[CH:21][CH:22]=2)[CH:16]=3)[CH:6]=[CH:7][CH:8]=1. (4) Given the reactants [CH3:1][O:2][C:3]1[CH:4]=[C:5]([NH:9][C:10]2[CH:16]=[CH:15][C:14]([C:17]3[O:18][C:19]4[CH:25]=[CH:24][CH:23]=[CH:22][C:20]=4[N:21]=3)=[CH:13][C:11]=2[NH2:12])[CH:6]=[CH:7][CH:8]=1.[CH:26](=O)[CH3:27].OOS([O-])=O.[K+].C(=O)([O-])[O-].[K+].[K+], predict the reaction product. The product is: [O:18]1[C:19]2[CH:25]=[CH:24][CH:23]=[CH:22][C:20]=2[N:21]=[C:17]1[C:14]1[CH:15]=[CH:16][C:10]2[N:9]([C:5]3[CH:6]=[CH:7][CH:8]=[C:3]([O:2][CH3:1])[CH:4]=3)[C:26]([CH3:27])=[N:12][C:11]=2[CH:13]=1. (5) Given the reactants C([O-])=O.[NH4+].[CH3:5][O:6][C@@H:7]1[CH2:12][CH2:11][CH2:10][C@H:9]([O:13][C:14]2[C:19]([N+:20]([O-])=O)=[CH:18][CH:17]=[CH:16][N:15]=2)[CH2:8]1, predict the reaction product. The product is: [CH3:5][O:6][C@@H:7]1[CH2:12][CH2:11][CH2:10][C@H:9]([O:13][C:14]2[C:19]([NH2:20])=[CH:18][CH:17]=[CH:16][N:15]=2)[CH2:8]1. (6) Given the reactants [CH2:1]([O:8][C:9]1[CH:10]=[C:11]([C:15]2[N:16]=[C:17]([C@@H:25]3[CH2:28][C@H:27]([OH:29])[CH2:26]3)[N:18]3[CH:23]=[CH:22][N:21]=[C:20](Cl)[C:19]=23)[CH:12]=[CH:13][CH:14]=1)[C:2]1[CH:7]=[CH:6][CH:5]=[CH:4][CH:3]=1.C[Si]([N-:34][Si](C)(C)C)(C)C.[Na+].Br[CH2:41][C:42]([O:44][C:45]([CH3:48])([CH3:47])[CH3:46])=[O:43], predict the reaction product. The product is: [NH2:34][C:20]1[C:19]2[N:18]([C:17]([C@@H:25]3[CH2:28][C@H:27]([O:29][CH2:41][C:42]([O:44][C:45]([CH3:48])([CH3:47])[CH3:46])=[O:43])[CH2:26]3)=[N:16][C:15]=2[C:11]2[CH:12]=[CH:13][CH:14]=[C:9]([O:8][CH2:1][C:2]3[CH:7]=[CH:6][CH:5]=[CH:4][CH:3]=3)[CH:10]=2)[CH:23]=[CH:22][N:21]=1.